The task is: Predict the reactants needed to synthesize the given product.. This data is from Full USPTO retrosynthesis dataset with 1.9M reactions from patents (1976-2016). (1) Given the product [C:19]([O:23][C:24]([N:7]1[C:8]2[C:4](=[CH:3][C:2]([Br:1])=[CH:10][CH:9]=2)[C:5]([CH3:11])=[N:6]1)=[O:25])([CH3:22])([CH3:21])[CH3:20], predict the reactants needed to synthesize it. The reactants are: [Br:1][C:2]1[CH:3]=[C:4]2[C:8](=[CH:9][CH:10]=1)[NH:7][N:6]=[C:5]2[CH3:11].C(N(CC)CC)C.[C:19]([O:23][C:24](O[C:24]([O:23][C:19]([CH3:22])([CH3:21])[CH3:20])=[O:25])=[O:25])([CH3:22])([CH3:21])[CH3:20]. (2) Given the product [CH:15]1([CH2:14][CH2:13][CH2:12][C@@H:8]([C:9]2[O:11][N:40]=[C:36]([CH:37]([CH3:39])[CH3:38])[N:35]=2)[CH2:7][C:6]([O:5][C:1]([CH3:2])([CH3:3])[CH3:4])=[O:21])[CH2:20][CH2:19][CH2:18][CH2:17][CH2:16]1, predict the reactants needed to synthesize it. The reactants are: [C:1]([O:5][C:6](=[O:21])[CH2:7][C@@H:8]([CH2:12][CH2:13][CH2:14][CH:15]1[CH2:20][CH2:19][CH2:18][CH2:17][CH2:16]1)[C:9]([OH:11])=O)([CH3:4])([CH3:3])[CH3:2].C(N1C=CN=C1)(N1C=CN=C1)=O.O[N:35]=[C:36]([NH2:40])[CH:37]([CH3:39])[CH3:38]. (3) Given the product [CH3:35][C:34]([Si:31]([CH3:33])([CH3:32])[O:30][CH2:29][C@@H:28]([O:27][C:25]1[CH:24]=[C:20]([CH:19]=[C:18]([O:17][CH2:16][C:10]2[CH:11]=[CH:12][CH:13]=[CH:14][CH:15]=2)[CH:26]=1)[C:21]([NH:70][C:67]1[CH:68]=[CH:69][N:65]([CH2:63][CH3:64])[N:66]=1)=[O:22])[CH3:38])([CH3:37])[CH3:36], predict the reactants needed to synthesize it. The reactants are: CCN(C(C)C)C(C)C.[C:10]1([CH2:16][O:17][C:18]2[CH:19]=[C:20]([CH:24]=[C:25]([O:27][C@@H:28]([CH3:38])[CH2:29][O:30][Si:31]([C:34]([CH3:37])([CH3:36])[CH3:35])([CH3:33])[CH3:32])[CH:26]=2)[C:21](O)=[O:22])[CH:15]=[CH:14][CH:13]=[CH:12][CH:11]=1.CN(C(ON1N=NC2C=CC=NC1=2)=[N+](C)C)C.F[P-](F)(F)(F)(F)F.[CH2:63]([N:65]1[CH:69]=[CH:68][C:67]([NH2:70])=[N:66]1)[CH3:64]. (4) Given the product [O:7]=[C:6]1[NH:33][C:28]2[CH:29]=[N:30][CH:31]=[CH:32][C:27]=2[N:26]1[CH:23]1[CH2:22][CH2:21][N:20]([C:18]([O:17][C:13]([CH3:16])([CH3:14])[CH3:15])=[O:19])[CH2:25][CH2:24]1, predict the reactants needed to synthesize it. The reactants are: C1N=CN([C:6](N2C=NC=C2)=[O:7])C=1.[C:13]([O:17][C:18]([N:20]1[CH2:25][CH2:24][CH:23]([NH:26][C:27]2[CH:32]=[CH:31][N:30]=[CH:29][C:28]=2[NH2:33])[CH2:22][CH2:21]1)=[O:19])([CH3:16])([CH3:15])[CH3:14].CCN(C(C)C)C(C)C. (5) Given the product [N:2]12[CH2:9][CH2:8][CH:5]([CH2:6][CH2:7]1)[CH:4]([C:10]([O:12][CH2:41][C:37]1[CH:38]=[CH:39][CH:40]=[C:35]([F:34])[CH:36]=1)=[O:11])[CH2:3]2, predict the reactants needed to synthesize it. The reactants are: Cl.[N:2]12[CH2:9][CH2:8][CH:5]([CH2:6][CH2:7]1)[CH:4]([C:10]([OH:12])=[O:11])[CH2:3]2.C(Cl)CCl.C1C=CC2N(O)N=NC=2C=1.C(N(CC)CC)C.[F:34][C:35]1[CH:36]=[C:37]([CH2:41]O)[CH:38]=[CH:39][CH:40]=1. (6) Given the product [CH3:3][C:2]1=[CH:4][CH2:15][CH2:14][CH2:13][CH2:12][CH2:11][CH2:10][CH2:9][CH2:8][CH2:7][CH2:6][C:5](=[O:16])[O:19][CH:17]([CH3:18])[CH2:1]1, predict the reactants needed to synthesize it. The reactants are: [CH2:1]=[C:2]([CH:4]1[CH2:15][CH2:14][CH2:13][CH2:12][CH2:11][CH2:10][CH2:9][CH2:8][CH2:7][CH2:6][C:5]1=[O:16])[CH3:3].[CH:17](=[O:19])[CH3:18].B(F)(F)F.CCOCC. (7) Given the product [C:1]([O:5][C:6]([N:8]1[CH2:9][C@@H:10]([CH2:15][O:16][C:17](=[O:36])[CH2:18][CH2:19][CH2:20][CH2:21][CH2:22][CH2:23][CH2:24]/[CH:25]=[CH:26]\[CH2:27][CH2:28][CH2:29][CH2:30][CH2:31][CH2:32][CH2:33][CH3:34])[C@H:11]([CH2:13][O:14][C:17](=[O:36])[CH2:18][CH2:19][CH2:20][CH2:21][CH2:22][CH2:23][CH2:24]/[CH:25]=[CH:26]\[CH2:27][CH2:28][CH2:29][CH2:30][CH2:31][CH2:32][CH2:33][CH3:34])[CH2:12]1)=[O:7])([CH3:4])([CH3:3])[CH3:2], predict the reactants needed to synthesize it. The reactants are: [C:1]([O:5][C:6]([N:8]1[CH2:12][C@@H:11]([CH2:13][OH:14])[C@H:10]([CH2:15][OH:16])[CH2:9]1)=[O:7])([CH3:4])([CH3:3])[CH3:2].[C:17]([OH:36])(=O)[CH2:18][CH2:19][CH2:20][CH2:21][CH2:22][CH2:23][CH2:24]/[CH:25]=[CH:26]\[CH2:27][CH2:28][CH2:29][CH2:30][CH2:31][CH2:32][CH2:33][CH3:34]. (8) Given the product [CH3:46][O:45][C:35](=[O:44])[C@H:36]([O:23][C:12]1[C:13](=[O:22])[N:14]([C:15]2[N:16]=[N:17][C:18]([CH3:21])=[CH:19][CH:20]=2)[C@H:10]([C:7]2[CH:8]=[N:9][C:4]([O:3][CH2:1][CH3:2])=[CH:5][CH:6]=2)[C:11]=1[C:24](=[O:34])[C:25]1[CH:26]=[CH:27][C:28]([CH:31]([CH3:33])[CH3:32])=[CH:29][CH:30]=1)[C:38]1[CH:39]=[CH:40][CH:41]=[CH:42][CH:43]=1, predict the reactants needed to synthesize it. The reactants are: [CH2:1]([O:3][C:4]1[N:9]=[CH:8][C:7]([CH:10]2[N:14]([C:15]3[N:16]=[N:17][C:18]([CH3:21])=[CH:19][CH:20]=3)[C:13](=[O:22])[C:12]([OH:23])=[C:11]2[C:24](=[O:34])[C:25]2[CH:30]=[CH:29][C:28]([CH:31]([CH3:33])[CH3:32])=[CH:27][CH:26]=2)=[CH:6][CH:5]=1)[CH3:2].[C:35]([O:45][CH3:46])(=[O:44])[C@H:36]([C:38]1[CH:43]=[CH:42][CH:41]=[CH:40][CH:39]=1)O. (9) Given the product [C:14]1([CH:13]([C:20]2[CH:21]=[CH:22][CH:23]=[CH:24][CH:25]=2)[N:1]2[C:9]3[C:4](=[N:5][CH:6]=[CH:7][CH:8]=3)[CH:3]=[CH:2]2)[CH:19]=[CH:18][CH:17]=[CH:16][CH:15]=1, predict the reactants needed to synthesize it. The reactants are: [NH:1]1[C:9]2[C:4](=[N:5][CH:6]=[CH:7][CH:8]=2)[CH:3]=[CH:2]1.[H-].[Na+].Br[CH:13]([C:20]1[CH:25]=[CH:24][CH:23]=[CH:22][CH:21]=1)[C:14]1[CH:19]=[CH:18][CH:17]=[CH:16][CH:15]=1.O. (10) Given the product [CH2:1]([O:3][C:4]([C:5]1[CH:6]=[C:7]([C:9]2[CH:14]=[C:13]([Br:15])[C:12]([O:16][CH2:17][C:18]3[CH:23]=[CH:22][CH:21]=[CH:20][CH:19]=3)=[CH:11][C:10]=2[O:24][CH2:25][C:26]2[CH:31]=[CH:30][CH:29]=[CH:28][CH:27]=2)[O:8][N:35]=1)=[O:33])[CH3:2], predict the reactants needed to synthesize it. The reactants are: [CH2:1]([O:3][C:4](=[O:33])[C:5](=O)[CH2:6][C:7]([C:9]1[CH:14]=[C:13]([Br:15])[C:12]([O:16][CH2:17][C:18]2[CH:23]=[CH:22][CH:21]=[CH:20][CH:19]=2)=[CH:11][C:10]=1[O:24][CH2:25][C:26]1[CH:31]=[CH:30][CH:29]=[CH:28][CH:27]=1)=[O:8])[CH3:2].Cl.[NH2:35]O.O.